This data is from NCI-60 drug combinations with 297,098 pairs across 59 cell lines. The task is: Regression. Given two drug SMILES strings and cell line genomic features, predict the synergy score measuring deviation from expected non-interaction effect. (1) Drug 1: C1CCN(CC1)CCOC2=CC=C(C=C2)C(=O)C3=C(SC4=C3C=CC(=C4)O)C5=CC=C(C=C5)O. Drug 2: C1=CC(=CC=C1CC(C(=O)O)N)N(CCCl)CCCl.Cl. Cell line: MDA-MB-435. Synergy scores: CSS=-8.29, Synergy_ZIP=5.96, Synergy_Bliss=7.56, Synergy_Loewe=-2.82, Synergy_HSA=-2.82. (2) Drug 1: C1=CC=C(C=C1)NC(=O)CCCCCCC(=O)NO. Drug 2: C(CC(=O)O)C(=O)CN.Cl. Cell line: HS 578T. Synergy scores: CSS=10.2, Synergy_ZIP=-5.84, Synergy_Bliss=-3.29, Synergy_Loewe=-2.65, Synergy_HSA=-2.24.